Predict the product of the given reaction. From a dataset of Forward reaction prediction with 1.9M reactions from USPTO patents (1976-2016). Given the reactants Cl[C:2]1[CH:7]=[C:6]([NH:8][C:9](=[O:20])[C:10]2[CH:15]=[CH:14][CH:13]=[C:12]([C:16]([F:19])([F:18])[F:17])[CH:11]=2)[CH:5]=[CH:4][N:3]=1.[N:21]1([C:27]2[CH:32]=[CH:31][C:30]([NH2:33])=[C:29](B3OC(C)(C)C(C)(C)O3)[CH:28]=2)[CH2:26][CH2:25][CH2:24][CH2:23][CH2:22]1.CC(C1C=C(C(C)C)C(C2C=CC=CC=2P(C2CCCCC2)C2CCCCC2)=C(C(C)C)C=1)C, predict the reaction product. The product is: [NH2:33][C:30]1[CH:29]=[CH:28][C:27]([N:21]2[CH2:26][CH2:25][CH2:24][CH2:23][CH2:22]2)=[CH:32][C:31]=1[C:2]1[CH:7]=[C:6]([NH:8][C:9](=[O:20])[C:10]2[CH:15]=[CH:14][CH:13]=[C:12]([C:16]([F:19])([F:18])[F:17])[CH:11]=2)[CH:5]=[CH:4][N:3]=1.